This data is from Forward reaction prediction with 1.9M reactions from USPTO patents (1976-2016). The task is: Predict the product of the given reaction. The product is: [Br:1][C:2]1[CH:3]=[CH:4][C:5]2[N:6]([C:22]([O:21][C:18]([CH3:20])([CH3:19])[CH3:17])=[O:23])[C:7]3[C:12]([S:13][C:14]=2[CH:15]=1)=[CH:11][C:10]([Br:16])=[CH:9][CH:8]=3. Given the reactants [Br:1][C:2]1[CH:3]=[CH:4][C:5]2[NH:6][C:7]3[C:12]([S:13][C:14]=2[CH:15]=1)=[CH:11][C:10]([Br:16])=[CH:9][CH:8]=3.[CH3:17][C:18]([O:21][C:22](O[C:22]([O:21][C:18]([CH3:20])([CH3:19])[CH3:17])=[O:23])=[O:23])([CH3:20])[CH3:19], predict the reaction product.